Predict the reactants needed to synthesize the given product. From a dataset of Full USPTO retrosynthesis dataset with 1.9M reactions from patents (1976-2016). (1) Given the product [OH:16][C:3]1([CH2:2][NH:1][C:25]2[C:20]3[C:21](=[CH:39][CH:23]=[CH:22][N:19]=3)[N:28]=[CH:27][C:26]=2[N+:35]([O-:37])=[O:36])[CH2:4][CH2:5][N:6]([C:9]([O:11][C:12]([CH3:13])([CH3:15])[CH3:14])=[O:10])[CH2:7][CH2:8]1, predict the reactants needed to synthesize it. The reactants are: [NH2:1][CH2:2][C:3]1([OH:16])[CH2:8][CH2:7][N:6]([C:9]([O:11][C:12]([CH3:15])([CH3:14])[CH3:13])=[O:10])[CH2:5][CH2:4]1.C([N:19]([CH2:22][CH3:23])[CH2:20][CH3:21])C.Cl[C:25]1C2C(=NC=CC=2)[N:28]=[CH:27][C:26]=1[N+:35]([O-:37])=[O:36].Cl[CH2:39]Cl. (2) Given the product [CH2:18]([N:15]1[CH2:16][CH2:17][N:12]([CH:7]2[CH2:8][CH:9]3[C:4](=[CH2:28])[CH:5]([CH2:11][CH2:10]3)[CH2:6]2)[CH2:13][CH2:14]1)[C:19]1[CH:24]=[CH:23][CH:22]=[CH:21][CH:20]=1, predict the reactants needed to synthesize it. The reactants are: C1O[C:4]2([CH:9]3[CH2:10][CH2:11][CH:5]2[CH2:6][CH:7]([N:12]2[CH2:17][CH2:16][N:15]([CH2:18][C:19]4[CH:24]=[CH:23][CH:22]=[CH:21][CH:20]=4)[CH2:14][CH2:13]2)[CH2:8]3)OC1.Cl.[Li][CH2:28]CCC.O. (3) Given the product [CH3:3][N:4]1[C:8]([NH:9][C:10]2[CH:11]=[C:19]([I:21])[C:18]([C:22]([F:25])([F:24])[F:23])=[CH:17][N:16]=2)=[CH:7][C:6]([CH3:13])=[N:5]1, predict the reactants needed to synthesize it. The reactants are: [H-].[Na+].[CH3:3][N:4]1[C:8]([NH:9][C:10](=O)[CH3:11])=[CH:7][C:6]([CH3:13])=[N:5]1.ClC1C=[C:19]([I:21])[C:18]([C:22]([F:25])([F:24])[F:23])=[CH:17][N:16]=1.O.[OH-].[Li+]. (4) Given the product [CH:4]1([C:10]2[CH:15]=[C:14]([CH:13]=[CH:12][C:11]=2[OH:17])[C:2]#[N:3])[CH2:5][CH2:6][CH2:7][CH2:8][CH2:9]1, predict the reactants needed to synthesize it. The reactants are: [Cu][C:2]#[N:3].[CH:4]1([C:10]2[CH:15]=[C:14](Br)[CH:13]=[CH:12][C:11]=2[OH:17])[CH2:9][CH2:8][CH2:7][CH2:6][CH2:5]1. (5) Given the product [ClH:17].[CH3:1][C:2]1[N:7]=[C:6]([S:8][CH2:9][C:10]2[CH:11]=[CH:12][N:13]=[CH:14][CH:15]=2)[N:5]=[C:4]([OH:16])[CH:3]=1, predict the reactants needed to synthesize it. The reactants are: [CH3:1][C:2]1[N:7]=[C:6]([S:8][CH2:9][C:10]2[CH:15]=[CH:14][N:13]=[CH:12][CH:11]=2)[N:5]=[C:4]([OH:16])[CH:3]=1.[ClH:17].O1CCOCC1. (6) Given the product [Cl:2][C:3]1[CH:4]=[C:5]([NH:17][C:18]2[C:27]3[C:22](=[CH:23][CH:24]=[CH:25][C:26]=3[O:28][CH2:29][C:30]([NH:48][CH:43]3[CH2:44][CH2:45][CH2:46]3)=[O:32])[N:21]=[CH:20][N:19]=2)[CH:6]=[CH:7][C:8]=1[O:9][CH2:10][C:11]1[CH:16]=[CH:15][CH:14]=[CH:13][N:12]=1, predict the reactants needed to synthesize it. The reactants are: [Na+].[Cl:2][C:3]1[CH:4]=[C:5]([NH:17][C:18]2[C:27]3[C:22](=[CH:23][CH:24]=[CH:25][C:26]=3[O:28][CH2:29][C:30]([O-:32])=O)[N:21]=[CH:20][N:19]=2)[CH:6]=[CH:7][C:8]=1[O:9][CH2:10][C:11]1[CH:16]=[CH:15][CH:14]=[CH:13][N:12]=1.CN(C(ON1N=[N:48][C:43]2[CH:44]=[CH:45][CH:46]=NC1=2)=[N+](C)C)C.F[P-](F)(F)(F)(F)F.CCN(C(C)C)C(C)C.C1(N)CCC1. (7) Given the product [F:25][C:26]([F:40])([F:41])[C:27]1[CH:32]=[C:31]([C:33]([F:34])([F:35])[F:36])[CH:30]=[CH:29][C:28]=1[C:2]1[C:11]2[C:6](=[CH:7][C:8]([C:12]3[CH:13]=[C:14]([CH:21]=[CH:22][C:23]=3[CH3:24])[C:15]([NH:17][CH:18]3[CH2:20][CH2:19]3)=[O:16])=[CH:9][CH:10]=2)[CH:5]=[N:4][N:3]=1, predict the reactants needed to synthesize it. The reactants are: Cl[C:2]1[C:11]2[C:6](=[CH:7][C:8]([C:12]3[CH:13]=[C:14]([CH:21]=[CH:22][C:23]=3[CH3:24])[C:15]([NH:17][CH:18]3[CH2:20][CH2:19]3)=[O:16])=[CH:9][CH:10]=2)[CH:5]=[N:4][N:3]=1.[F:25][C:26]([F:41])([F:40])[C:27]1[CH:32]=[C:31]([C:33]([F:36])([F:35])[F:34])[CH:30]=[CH:29][C:28]=1B(O)O.C(=O)([O-])[O-].[K+].[K+].O. (8) Given the product [CH2:1]([O:3][CH:4]([O:18][CH2:19][CH3:20])[CH2:5][N:6]1[C:14]2[CH2:13][CH2:12][CH2:11][CH2:10][C:9]=2[CH:8]=[C:7]1[C:15]([NH2:28])=[O:16])[CH3:2], predict the reactants needed to synthesize it. The reactants are: [CH2:1]([O:3][CH:4]([O:18][CH2:19][CH3:20])[CH2:5][N:6]1[C:14]2[CH2:13][CH2:12][CH2:11][CH2:10][C:9]=2[CH:8]=[C:7]1[C:15](O)=[O:16])[CH3:2].F[P-](F)(F)(F)(F)F.[N:28]1(OC(N(C)C)=[N+](C)C)C2N=CC=CC=2N=N1.CCN(CC)CC.[OH-].[NH4+]. (9) Given the product [O:27]1[C:23]2[CH:22]=[CH:21][C:20]([C:18](=[O:19])[CH2:17][CH2:16][C:15]([NH:14][C:4]3[CH:3]=[C:2]([C:66]4[CH:67]=[CH:68][CH:69]=[C:64]([O:63][C:62]([F:61])([F:73])[F:74])[CH:65]=4)[CH:7]=[C:6]([C:8]4[CH:13]=[CH:12][CH:11]=[CH:10][CH:9]=4)[N:5]=3)=[O:29])=[CH:28][C:24]=2[CH2:25][CH2:26]1, predict the reactants needed to synthesize it. The reactants are: Cl[C:2]1[CH:7]=[C:6]([C:8]2[CH:13]=[CH:12][CH:11]=[CH:10][CH:9]=2)[N:5]=[C:4]([NH:14][C:15](=[O:29])[CH2:16][CH2:17][C:18]([C:20]2[CH:21]=[CH:22][C:23]3[O:27][CH2:26][CH2:25][C:24]=3[CH:28]=2)=[O:19])[CH:3]=1.C1(C2C=CC=CC=2)C=CC=CC=1P(C1CCCCC1)C1CCCCC1.C(=O)([O-])[O-].[K+].[K+].[F:61][C:62]([F:74])([F:73])[O:63][C:64]1[CH:65]=[C:66](B(O)O)[CH:67]=[CH:68][CH:69]=1.